This data is from CYP3A4 inhibition data for predicting drug metabolism from PubChem BioAssay. The task is: Regression/Classification. Given a drug SMILES string, predict its absorption, distribution, metabolism, or excretion properties. Task type varies by dataset: regression for continuous measurements (e.g., permeability, clearance, half-life) or binary classification for categorical outcomes (e.g., BBB penetration, CYP inhibition). Dataset: cyp3a4_veith. (1) The compound is S=c1c2[nH]cnc2ncn1CCSc1ncnc2nc[nH]c12. The result is 0 (non-inhibitor). (2) The molecule is Cc1nc(-c2cccnc2)sc1C(=O)Nc1ccc(Cl)cc1. The result is 1 (inhibitor).